Dataset: Forward reaction prediction with 1.9M reactions from USPTO patents (1976-2016). Task: Predict the product of the given reaction. (1) Given the reactants CCCP1(OP(CCC)(=O)OP(CCC)(=O)O1)=O.[NH2:19][C:20]1[C:28]([F:29])=[CH:27][C:23]([C:24]([OH:26])=O)=[C:22]([F:30])[CH:21]=1.[C:31]([NH:35][C:36](=[O:50])[C:37]1[CH:42]=[CH:41][CH:40]=[C:39]([CH2:43][N:44]2[CH2:49][CH2:48][NH:47][CH2:46][CH2:45]2)[CH:38]=1)([CH3:34])([CH3:33])[CH3:32].C(N(CC)CC)C, predict the reaction product. The product is: [NH2:19][C:20]1[C:28]([F:29])=[CH:27][C:23]([C:24]([N:47]2[CH2:46][CH2:45][N:44]([CH2:43][C:39]3[CH:38]=[C:37]([CH:42]=[CH:41][CH:40]=3)[C:36]([NH:35][C:31]([CH3:33])([CH3:34])[CH3:32])=[O:50])[CH2:49][CH2:48]2)=[O:26])=[C:22]([F:30])[CH:21]=1. (2) Given the reactants [CH2:1]([O:8][C:9]1[CH:16]=[CH:15][C:12]([CH:13]=[O:14])=[C:11]([OH:17])[CH:10]=1)[C:2]1[CH:7]=[CH:6][CH:5]=[CH:4][CH:3]=1.C1C=CC(N([S:25]([C:28]([F:31])([F:30])[F:29])(=[O:27])=[O:26])[S:25]([C:28]([F:31])([F:30])[F:29])(=[O:27])=[O:26])=CC=1.C(N(CC)CC)C, predict the reaction product. The product is: [F:29][C:28]([F:31])([F:30])[S:25]([O:17][C:11]1[CH:10]=[C:9]([O:8][CH2:1][C:2]2[CH:3]=[CH:4][CH:5]=[CH:6][CH:7]=2)[CH:16]=[CH:15][C:12]=1[CH:13]=[O:14])(=[O:27])=[O:26]. (3) The product is: [Cl:8][C:6]1[CH:5]=[C:4]([S:9][CH3:10])[CH:3]=[C:2]([Cl:1])[C:7]=1[CH:19]=[O:20]. Given the reactants [Cl:1][C:2]1[CH:3]=[C:4]([S:9][CH3:10])[CH:5]=[C:6]([Cl:8])[CH:7]=1.[Li]CCCC.CN([CH:19]=[O:20])C, predict the reaction product. (4) Given the reactants [Cl-].O[NH3+].[C:4](=[O:7])([O-])[OH:5].[Na+].[CH2:9]([C:11]1[S:45][C:14]2[N:15]([CH2:30][C:31]3[CH:36]=[CH:35][C:34]([C:37]4[C:38]([C:43]#[N:44])=[CH:39][CH:40]=[CH:41][CH:42]=4)=[CH:33][CH:32]=3)[C:16](=[O:29])[CH2:17][N:18]([CH2:21][C:22]3[CH:27]=[CH:26][C:25]([F:28])=[CH:24][CH:23]=3)[C:19](=[O:20])[C:13]=2[CH:12]=1)[CH3:10].[N:46]12CCCN=C1CCCCC2, predict the reaction product. The product is: [CH2:9]([C:11]1[S:45][C:14]2[N:15]([CH2:30][C:31]3[CH:36]=[CH:35][C:34]([C:37]4[CH:42]=[CH:41][CH:40]=[CH:39][C:38]=4[C:43]4[NH:46][C:4](=[O:7])[O:5][N:44]=4)=[CH:33][CH:32]=3)[C:16](=[O:29])[CH2:17][N:18]([CH2:21][C:22]3[CH:23]=[CH:24][C:25]([F:28])=[CH:26][CH:27]=3)[C:19](=[O:20])[C:13]=2[CH:12]=1)[CH3:10]. (5) Given the reactants CCN(C(C)C)C(C)C.[OH:10][C:11]1[CH:12]=[CH:13][CH:14]=[C:15]2[C:20]=1[O:19][C:18](=[O:21])[C:17]([C:22]([OH:24])=O)=[CH:16]2.CN(C(ON1N=NC2C=CC=NC1=2)=[N+](C)C)C.F[P-](F)(F)(F)(F)F.[CH3:49][O:50][C:51]1[N:56]=[C:55]([O:57][CH3:58])[C:54]([C:59]2[CH:60]=[C:61]([NH2:65])[CH:62]=[CH:63][CH:64]=2)=[CH:53][N:52]=1, predict the reaction product. The product is: [CH3:49][O:50][C:51]1[N:56]=[C:55]([O:57][CH3:58])[C:54]([C:59]2[CH:60]=[C:61]([NH:65][C:22]([C:17]3[C:18](=[O:21])[O:19][C:20]4[C:15]([CH:16]=3)=[CH:14][CH:13]=[CH:12][C:11]=4[OH:10])=[O:24])[CH:62]=[CH:63][CH:64]=2)=[CH:53][N:52]=1. (6) Given the reactants [Br:1][C:2]1[CH:7]=[CH:6][C:5]([C:8]2([CH3:14])[CH2:13][CH2:12][NH:11][CH2:10][CH2:9]2)=[CH:4][CH:3]=1.[O:15](C(OC(C)(C)C)=O)[C:16]([O:18][C:19]([CH3:22])([CH3:21])[CH3:20])=O, predict the reaction product. The product is: [Br:1][C:2]1[CH:7]=[CH:6][C:5]([C:8]2([CH3:14])[CH2:9][CH2:10][N:11]([C:16]([O:18][C:19]([CH3:22])([CH3:21])[CH3:20])=[O:15])[CH2:12][CH2:13]2)=[CH:4][CH:3]=1. (7) Given the reactants [CH2:1]([N:3]1[CH:7]=[C:6]([NH:8][C:9]2[N:14]=[CH:13][C:12](/[CH:15]=[CH:16]/[C:17]3[CH:18]=[C:19]([CH:24]=[C:25]([O:28][CH3:29])[C:26]=3[F:27])[C:20]([O:22][CH3:23])=[O:21])=[CH:11][N:10]=2)[CH:5]=[N:4]1)[CH3:2], predict the reaction product. The product is: [CH2:1]([N:3]1[CH:7]=[C:6]([NH:8][C:9]2[N:14]=[CH:13][C:12]([CH2:15][CH2:16][C:17]3[CH:18]=[C:19]([CH:24]=[C:25]([O:28][CH3:29])[C:26]=3[F:27])[C:20]([O:22][CH3:23])=[O:21])=[CH:11][N:10]=2)[CH:5]=[N:4]1)[CH3:2].